This data is from Full USPTO retrosynthesis dataset with 1.9M reactions from patents (1976-2016). The task is: Predict the reactants needed to synthesize the given product. (1) Given the product [NH2:9][C:10]1[C:2]([Br:1])=[CH:3][CH:4]=[CH:5][C:6]=1[C:7]([OH:12])=[O:13], predict the reactants needed to synthesize it. The reactants are: [Br:1][C:2]1[CH:3]=[CH:4][CH:5]=[C:6]2[C:10]=1[NH:9]C(=O)[C:7]2=[O:12].[OH2:13].OO.Cl. (2) Given the product [CH3:19][C:17]1([CH3:18])[CH2:16][C:15]2[C:10](=[CH:11][CH:12]=[C:13]([C:20]([OH:22])=[O:21])[CH:14]=2)[NH:9][CH:8]1[C:5]1[CH:4]=[CH:3][C:2]([NH:1][S:29]([C:23]2[CH:28]=[CH:27][CH:26]=[CH:25][CH:24]=2)(=[O:31])=[O:30])=[CH:7][CH:6]=1, predict the reactants needed to synthesize it. The reactants are: [NH2:1][C:2]1[CH:7]=[CH:6][C:5]([CH:8]2[C:17]([CH3:19])([CH3:18])[CH2:16][C:15]3[C:10](=[CH:11][CH:12]=[C:13]([C:20]([OH:22])=[O:21])[CH:14]=3)[NH:9]2)=[CH:4][CH:3]=1.[C:23]1([S:29](Cl)(=[O:31])=[O:30])[CH:28]=[CH:27][CH:26]=[CH:25][CH:24]=1. (3) Given the product [CH3:16][O:17][CH2:18][CH2:19][O:20][CH2:21][C:22]([NH:15][C:12]1[S:13][C:14]2[C:7]([C:1]3[CH:2]=[CH:3][CH:4]=[CH:5][CH:6]=3)=[N:8][NH:9][C:10]=2[N:11]=1)=[O:23], predict the reactants needed to synthesize it. The reactants are: [C:1]1([C:7]2[C:14]3[S:13][C:12]([NH2:15])=[N:11][C:10]=3[NH:9][N:8]=2)[CH:6]=[CH:5][CH:4]=[CH:3][CH:2]=1.[CH3:16][O:17][CH2:18][CH2:19][O:20][CH2:21][C:22](Cl)=[O:23].C(O)C(N)(CO)CO. (4) Given the product [F:1][C:2]([F:16])([F:17])[O:3][C:4]1[CH:5]=[CH:6][C:7]([CH2:8][CH:9]([C:12]#[N:13])[C:10]#[N:11])=[CH:14][CH:15]=1, predict the reactants needed to synthesize it. The reactants are: [F:1][C:2]([F:17])([F:16])[O:3][C:4]1[CH:15]=[CH:14][C:7]([CH:8]=[C:9]([C:12]#[N:13])[C:10]#[N:11])=[CH:6][CH:5]=1.[BH4-].[Na+].Cl.